Predict the reaction yield, written as a fraction of the theoretical maximum amount of product (1.0 means a 100% yield; for example, 0.34 means a 34% yield). From a dataset of Reaction yield outcomes from USPTO patents with 853,638 reactions. The reactants are [N:1]1[CH:6]=[CH:5][N:4]=[CH:3][C:2]=1[S:7](Cl)(=[O:9])=[O:8].[N:11]1[CH:16]=[CH:15][CH:14]=[CH:13][CH:12]=1. The catalyst is CN(C1C=CN=CC=1)C.C(Cl)Cl. The product is [N:11]1[C:16]2[C:15](=[CH:15][CH:14]=[CH:13][C:12]=2[NH:11][S:7]([C:2]2[CH:3]=[N:4][CH:5]=[CH:6][N:1]=2)(=[O:9])=[O:8])[CH:14]=[CH:13][CH:12]=1. The yield is 0.130.